This data is from Peptide-MHC class I binding affinity with 185,985 pairs from IEDB/IMGT. The task is: Regression. Given a peptide amino acid sequence and an MHC pseudo amino acid sequence, predict their binding affinity value. This is MHC class I binding data. The peptide sequence is GVRVRVAVNK. The MHC is HLA-A11:01 with pseudo-sequence HLA-A11:01. The binding affinity (normalized) is 0.378.